Dataset: Full USPTO retrosynthesis dataset with 1.9M reactions from patents (1976-2016). Task: Predict the reactants needed to synthesize the given product. (1) Given the product [C:1]([C:5]1[CH:10]=[CH:9][C:8]([C:11]2[N:12]([C:31]([N:40]3[CH2:39][CH2:38][N:37]([CH2:43][C:44]([N:46]4[CH2:47][CH2:48][CH2:49][CH2:50]4)=[O:45])[CH2:42][CH2:41]3)=[O:32])[C@H:13]([C:24]3[CH:25]=[CH:26][C:27]([Cl:30])=[CH:28][CH:29]=3)[C@@:14]([C:17]3[CH:18]=[CH:19][C:20]([Cl:23])=[CH:21][CH:22]=3)([CH3:16])[N:15]=2)=[C:7]([O:34][CH2:35][CH3:36])[CH:6]=1)([CH3:3])([CH3:2])[CH3:4], predict the reactants needed to synthesize it. The reactants are: [C:1]([C:5]1[CH:10]=[CH:9][C:8]([C:11]2[N:12]([C:31](Cl)=[O:32])[CH:13]([C:24]3[CH:29]=[CH:28][C:27]([Cl:30])=[CH:26][CH:25]=3)[C:14]([C:17]3[CH:22]=[CH:21][C:20]([Cl:23])=[CH:19][CH:18]=3)([CH3:16])[N:15]=2)=[C:7]([O:34][CH2:35][CH3:36])[CH:6]=1)([CH3:4])([CH3:3])[CH3:2].[N:37]1([CH2:43][C:44]([N:46]2[CH2:50][CH2:49][CH2:48][CH2:47]2)=[O:45])[CH2:42][CH2:41][NH:40][CH2:39][CH2:38]1. (2) Given the product [C:67]([O:66][C:65](=[O:71])[NH:64][C:59]([CH3:63])([CH2:60][CH2:61][CH3:62])[CH2:58][NH:57][C:15]([C:14]1[C:13]([CH3:18])=[N:12][N:11]2[C:6]([O:5][CH2:4][C:3]3[C:21]([F:25])=[CH:22][CH:23]=[CH:24][C:2]=3[F:1])=[CH:7][C:8]([CH2:19][CH3:20])=[CH:9][C:10]=12)=[O:16])([CH3:70])([CH3:69])[CH3:68], predict the reactants needed to synthesize it. The reactants are: [F:1][C:2]1[CH:24]=[CH:23][CH:22]=[C:21]([F:25])[C:3]=1[CH2:4][O:5][C:6]1[N:11]2[N:12]=[C:13]([CH3:18])[C:14]([C:15](O)=[O:16])=[C:10]2[CH:9]=[C:8]([CH2:19][CH3:20])[CH:7]=1.Cl.CN(C)CCCN=C=NCC.ON1C2N=CC=CC=2N=N1.C(N(CC)C(C)C)(C)C.[NH2:57][CH2:58][C:59]([NH:64][C:65](=[O:71])[O:66][C:67]([CH3:70])([CH3:69])[CH3:68])([CH3:63])[CH2:60][CH2:61][CH3:62].